This data is from Reaction yield outcomes from USPTO patents with 853,638 reactions. The task is: Predict the reaction yield, written as a fraction of the theoretical maximum amount of product (1.0 means a 100% yield; for example, 0.34 means a 34% yield). The reactants are C([N:8](CC1C=CC=CC=1)[C@@H:9]([C:15](=[O:18])[CH2:16][CH3:17])[C:10]([O:12][CH2:13][CH3:14])=[O:11])C1C=CC=CC=1.[C:34](O[C:34]([O:36][C:37]([CH3:40])([CH3:39])[CH3:38])=[O:35])([O:36][C:37]([CH3:40])([CH3:39])[CH3:38])=[O:35]. The catalyst is CCO.[OH-].[OH-].[Pd+2]. The product is [C:37]([O:36][C:34]([NH:8][C@@H:9]([C:15](=[O:18])[CH2:16][CH3:17])[C:10]([O:12][CH2:13][CH3:14])=[O:11])=[O:35])([CH3:38])([CH3:39])[CH3:40]. The yield is 0.550.